Dataset: Full USPTO retrosynthesis dataset with 1.9M reactions from patents (1976-2016). Task: Predict the reactants needed to synthesize the given product. (1) Given the product [CH2:1]([O:3][C:4]([C:5]1[C:11]([C:13]2[CH:18]=[CH:17][N:16]=[CH:15][CH:14]=2)=[N:21][NH:22][C:6]=1[CH:8]1[CH2:10][CH2:9]1)=[O:19])[CH3:2], predict the reactants needed to synthesize it. The reactants are: [CH2:1]([O:3][C:4](=[O:19])[CH:5]([C:11]([C:13]1[CH:18]=[CH:17][N:16]=[CH:15][CH:14]=1)=O)[C:6]([CH:8]1[CH2:10][CH2:9]1)=O)[CH3:2].Cl.[NH2:21][NH2:22].O.O1CCOCC1.Cl. (2) Given the product [C:17]([C:14]1[CH:15]=[CH:16][C:11]([C:9]2[O:10][C:3]3[C:4](=[N:5][CH:6]=[CH:7][C:2]=3[NH:31][C:30]3[C:22]([CH3:21])=[C:23]4[C:27](=[CH:28][CH:29]=3)[NH:26][CH:25]=[CH:24]4)[CH:8]=2)=[CH:12][CH:13]=1)([CH3:19])=[CH2:18], predict the reactants needed to synthesize it. The reactants are: Cl[C:2]1[CH:7]=[CH:6][N:5]=[C:4]2[CH:8]=[C:9]([C:11]3[CH:16]=[CH:15][C:14]([C:17](O)([CH3:19])[CH3:18])=[CH:13][CH:12]=3)[O:10][C:3]=12.[CH3:21][C:22]1[C:30]([NH2:31])=[CH:29][CH:28]=[C:27]2[C:23]=1[CH:24]=[CH:25][NH:26]2.